Dataset: Clinical trial toxicity outcomes and FDA approval status for drugs. Task: Regression/Classification. Given a drug SMILES string, predict its toxicity properties. Task type varies by dataset: regression for continuous values (e.g., LD50, hERG inhibition percentage) or binary classification for toxic/non-toxic outcomes (e.g., AMES mutagenicity, cardiotoxicity, hepatotoxicity). Dataset: clintox. (1) The result is 1 (failed clinical trial for toxicity). The compound is C[C@]12C[C@H](O)[C@H]3[C@@H](CCC4=CC(=O)C=C[C@@]43C)[C@@H]1CC[C@]2(O)C(=O)CO. (2) The drug is C=CN1CCCC1=O. The result is 0 (passed clinical trial). (3) The result is 0 (passed clinical trial). The compound is C[C@]12CC[C@H]3[C@H]([C@@H]1[C@@H]1C[C@@H]1[C@@]21CCC(=O)O1)[C@H]1C[C@H]1C1=CC(=O)CC[C@@]13C. (4) The compound is COc1cnc([N-]S(=O)(=O)c2ccc(N)cc2)nc1. The result is 0 (passed clinical trial). (5) The result is 1 (failed clinical trial for toxicity). The compound is CCOc1ccc(-c2cc(C)cn2-c2ccc(S(N)(=O)=O)cc2)cc1.